From a dataset of Full USPTO retrosynthesis dataset with 1.9M reactions from patents (1976-2016). Predict the reactants needed to synthesize the given product. (1) Given the product [CH3:22][C:5]1[CH:4]=[CH:3][C:2]([NH:1][C:28](=[O:29])[C:27]2[CH:31]=[CH:32][CH:33]=[C:25]([C:24]([F:23])([F:34])[F:35])[CH:26]=2)=[CH:7][C:6]=1[NH:8][C:9]1[C:18]2[C:13](=[CH:14][C:15]([C:19]([OH:21])=[O:20])=[CH:16][CH:17]=2)[N:12]=[CH:11][N:10]=1, predict the reactants needed to synthesize it. The reactants are: [NH2:1][C:2]1[CH:3]=[CH:4][C:5]([CH3:22])=[C:6]([NH:8][C:9]2[C:18]3[C:13](=[CH:14][C:15]([C:19]([OH:21])=[O:20])=[CH:16][CH:17]=3)[N:12]=[CH:11][N:10]=2)[CH:7]=1.[F:23][C:24]([F:35])([F:34])[C:25]1[CH:26]=[C:27]([CH:31]=[CH:32][CH:33]=1)[C:28](Cl)=[O:29]. (2) Given the product [CH3:13][N:14]([CH3:15])[CH2:9][CH2:8][C:7]1[CH:11]=[CH:12][C:4]([N+:1]([O-:3])=[O:2])=[CH:5][CH:6]=1, predict the reactants needed to synthesize it. The reactants are: [N+:1]([C:4]1[CH:12]=[CH:11][C:7]([CH2:8][CH2:9]Br)=[CH:6][CH:5]=1)([O-:3])=[O:2].[CH3:13][NH:14][CH3:15]. (3) Given the product [CH3:1][O:2][C:3](=[O:25])[C:4]1[CH:9]=[CH:8][CH:7]=[C:6]([S:10][C:11]2[C:19]3[C:14](=[CH:15][C:16]([Cl:20])=[CH:17][CH:18]=3)[N:13]([CH2:26][C:27]3[CH:32]=[CH:31][CH:30]=[CH:29][CH:28]=3)[C:12]=2[C:21]([F:24])([F:23])[F:22])[CH:5]=1, predict the reactants needed to synthesize it. The reactants are: [CH3:1][O:2][C:3](=[O:25])[C:4]1[CH:9]=[CH:8][CH:7]=[C:6]([S:10][C:11]2[C:19]3[C:14](=[CH:15][C:16]([Cl:20])=[CH:17][CH:18]=3)[NH:13][C:12]=2[C:21]([F:24])([F:23])[F:22])[CH:5]=1.[CH2:26](Br)[C:27]1[CH:32]=[CH:31][CH:30]=[CH:29][CH:28]=1. (4) The reactants are: NC1C=CC(N2CCCN(C(OC(C)(C)C)=O)CC2)=CC=1N.[F:23][C:24]1[CH:25]=[C:26]([S:30]([Cl:33])(=[O:32])=[O:31])[CH:27]=[CH:28][CH:29]=1.[NH2:34][C:35]1[CH:40]=[C:39]([N:41]2[CH2:47][CH2:46][CH2:45][N:44](C(OC(C)(C)C)=O)[CH2:43][CH2:42]2)[CH:38]=[CH:37][C:36]=1[NH:55][S:56]([C:59]1[CH:64]=[CH:63][CH:62]=[C:61]([F:65])[CH:60]=1)(=[O:58])=[O:57].FC1C=C(S(N)(=O)=O)C=CC=1.Cl.CCOCC. Given the product [ClH:33].[N:41]1([C:39]2[CH:38]=[CH:37][C:36]([NH:55][S:56]([C:59]3[CH:64]=[CH:63][CH:62]=[C:61]([F:65])[CH:60]=3)(=[O:57])=[O:58])=[C:35]([NH:34][S:30]([C:26]3[CH:27]=[CH:28][CH:29]=[C:24]([F:23])[CH:25]=3)(=[O:32])=[O:31])[CH:40]=2)[CH2:47][CH2:46][CH2:45][NH:44][CH2:43][CH2:42]1, predict the reactants needed to synthesize it. (5) Given the product [OH:10][C:7]1[CH:8]=[CH:9][C:4]([CH:2]=[CH:1][C:13]([C:14]2[CH:19]=[CH:18][CH:17]=[CH:16][CH:15]=2)=[O:20])=[CH:5][CH:6]=1, predict the reactants needed to synthesize it. The reactants are: [CH3:1][C:2]([C:4]1[CH:5]=[CH:6][C:7]([OH:10])=[CH:8][CH:9]=1)=O.[OH-].[Na+].[CH:13](=[O:20])[C:14]1[CH:19]=[CH:18][CH:17]=[CH:16][CH:15]=1.Cl. (6) The reactants are: [CH3:1][O:2][C:3]1[CH:4]=[CH:5][C:6]2[CH:15]=[CH:14][C:13]3[O:12][CH2:11][C:10]([C:16]([OH:18])=[O:17])=[CH:9][C:8]=3[C:7]=2[CH:19]=1. Given the product [CH3:1][O:2][C:3]1[CH:4]=[CH:5][C:6]2[CH:15]=[CH:14][C:13]3[O:12][CH2:11][CH:10]([C:16]([OH:18])=[O:17])[CH2:9][C:8]=3[C:7]=2[CH:19]=1, predict the reactants needed to synthesize it. (7) Given the product [F:23][C:24]1[CH:31]=[CH:30][CH:29]=[CH:28][C:25]=1[CH2:26][N:14]1[C:15]2[C:20](=[CH:19][CH:18]=[CH:17][CH:16]=2)[C:21](=[O:22])[C:12]([C:10]([C:8]2[CH:7]=[CH:6][N:5]=[C:4]([CH3:3])[CH:9]=2)=[O:11])=[CH:13]1, predict the reactants needed to synthesize it. The reactants are: [H-].[Na+].[CH3:3][C:4]1[CH:9]=[C:8]([C:10]([C:12]2[C:21](=[O:22])[C:20]3[C:15](=[CH:16][CH:17]=[CH:18][CH:19]=3)[NH:14][CH:13]=2)=[O:11])[CH:7]=[CH:6][N:5]=1.[F:23][C:24]1[CH:31]=[CH:30][CH:29]=[CH:28][C:25]=1[CH2:26]Br. (8) Given the product [CH2:1]([C:13]1[CH:14]=[C:15]([C:19]2[O:23][N:22]=[C:21]([C:24]3([C:27]([OH:29])=[O:28])[CH2:26][CH2:25]3)[N:20]=2)[CH:16]=[CH:17][CH:18]=1)[CH2:2][CH2:3][CH2:4][CH2:5][CH2:6][CH2:7][CH2:8][CH2:9][CH2:10][CH2:11][CH3:12], predict the reactants needed to synthesize it. The reactants are: [CH2:1]([C:13]1[CH:14]=[C:15]([C:19]2[O:23][N:22]=[C:21]([C:24]3([C:27]([O:29]CC)=[O:28])[CH2:26][CH2:25]3)[N:20]=2)[CH:16]=[CH:17][CH:18]=1)[CH2:2][CH2:3][CH2:4][CH2:5][CH2:6][CH2:7][CH2:8][CH2:9][CH2:10][CH2:11][CH3:12].O.[Li+].[OH-]. (9) Given the product [F:1][C:2]1[CH:7]=[CH:6][C:5]([C:8]2[O:9][C:10]3[CH:20]=[CH:19][C:18]([OH:21])=[CH:17][C:11]=3[C:12]=2[C:13]([OH:15])=[O:14])=[CH:4][CH:3]=1, predict the reactants needed to synthesize it. The reactants are: [F:1][C:2]1[CH:7]=[CH:6][C:5]([C:8]2[O:9][C:10]3[CH:20]=[CH:19][C:18]([OH:21])=[CH:17][C:11]=3[C:12]=2[C:13]([O:15]C)=[O:14])=[CH:4][CH:3]=1.[OH-].[Na+].